Task: Predict the product of the given reaction.. Dataset: Forward reaction prediction with 1.9M reactions from USPTO patents (1976-2016) (1) Given the reactants C[C:2]1[CH:14]=[CH:13][CH:12]=[C:11]([CH3:15])[C:3]=1NCCCCCC.B(O)O.P([O-])([O-])([O-])=O.[K+].[K+].[K+].Cl[C:28]1C=C[C:31]([CH3:34])=[CH:30][CH:29]=1.[O:35]1CCOC[CH2:36]1, predict the reaction product. The product is: [CH2:15]([C:11]1[CH:3]=[CH:2][C:14]([O:35][CH3:36])=[CH:13][CH:12]=1)[CH2:28][CH2:29][CH2:30][CH2:31][CH3:34]. (2) Given the reactants C1(C([C:6]2[C:7]([CH:15]3[CH2:17][CH2:16]3)=[N:8][N:9]3[CH:14]=[CH:13][CH:12]=[CH:11][C:10]=23)=O)CC1.C(O)CO, predict the reaction product. The product is: [CH:15]1([C:7]2[CH:6]=[C:10]3[CH:11]=[CH:12][CH:13]=[CH:14][N:9]3[N:8]=2)[CH2:17][CH2:16]1. (3) Given the reactants [CH3:1]C([O-])(C)C.[K+].[F:7][C:8]1[CH:15]=[CH:14][C:13]([O:16][CH:17]([CH3:19])[CH3:18])=[CH:12][C:9]=1[CH:10]=O, predict the reaction product. The product is: [F:7][C:8]1[CH:15]=[CH:14][C:13]([O:16][CH:17]([CH3:19])[CH3:18])=[CH:12][C:9]=1[CH:10]=[CH2:1]. (4) Given the reactants Br[C:2]1[CH:10]=[C:9]2[C:5]([CH:6]=[N:7][N:8]2S(C2C=CC=CC=2)(=O)=O)=[C:4]([C:20]2[O:21][C:22]([CH2:25][N:26]3[CH2:31][C@H:30]([CH3:32])[N:29]([CH:33]([CH3:35])[CH3:34])[C@H:28]([CH3:36])[CH2:27]3)=[N:23][N:24]=2)[CH:3]=1.[F:37][C:38]1[CH:43]=[C:42]([F:44])[CH:41]=[CH:40][C:39]=1[S:45]([NH:48][C:49]1[C:50]([O:64][CH3:65])=[N:51][CH:52]=[C:53](B2OC(C)(C)C(C)(C)O2)[CH:54]=1)(=[O:47])=[O:46].[O-]P([O-])([O-])=O.[K+].[K+].[K+].[OH-].[Na+], predict the reaction product. The product is: [CH3:36][C@H:28]1[N:29]([CH:33]([CH3:35])[CH3:34])[C@@H:30]([CH3:32])[CH2:31][N:26]([CH2:25][C:22]2[O:21][C:20]([C:4]3[CH:3]=[C:2]([C:53]4[CH:54]=[C:49]([NH:48][S:45]([C:39]5[CH:40]=[CH:41][C:42]([F:44])=[CH:43][C:38]=5[F:37])(=[O:47])=[O:46])[C:50]([O:64][CH3:65])=[N:51][CH:52]=4)[CH:10]=[C:9]4[C:5]=3[CH:6]=[N:7][NH:8]4)=[N:24][N:23]=2)[CH2:27]1. (5) The product is: [CH3:1][CH:2]1[CH2:7][CH2:6][CH2:5][CH2:4][N:3]1[C:8]1[CH:13]=[CH:12][N:11]=[CH:10][C:9]=1[NH2:14]. Given the reactants [CH3:1][CH:2]1[CH2:7][CH2:6][CH2:5][CH2:4][N:3]1[C:8]1[CH:13]=[CH:12][N:11]=[CH:10][C:9]=1[N+:14]([O-])=O.[H][H], predict the reaction product. (6) Given the reactants [Cl:1][C:2]1[N:7]=[C:6]2[NH:8][C:9](=[O:13])[C:10]([CH3:12])([CH3:11])[C:5]2=[CH:4][CH:3]=1.[CH:14]1(B(O)O)[CH2:16][CH2:15]1.C[Si]([N-][Si](C)(C)C)(C)C.[Na+], predict the reaction product. The product is: [Cl:1][C:2]1[N:7]=[C:6]2[N:8]([CH:14]3[CH2:16][CH2:15]3)[C:9](=[O:13])[C:10]([CH3:11])([CH3:12])[C:5]2=[CH:4][CH:3]=1. (7) Given the reactants [Br:1][C:2]1[C:7]([NH:8][CH2:9][C:10]2[CH:15]=[CH:14][C:13]([O:16][CH3:17])=[CH:12][CH:11]=2)=[CH:6][C:5]([Cl:18])=[CH:4][N:3]=1.[C:19](O[C:19]([O:21][C:22]([CH3:25])([CH3:24])[CH3:23])=[O:20])([O:21][C:22]([CH3:25])([CH3:24])[CH3:23])=[O:20], predict the reaction product. The product is: [C:22]([O:21][C:19](=[O:20])[N:8]([C:7]1[C:2]([Br:1])=[N:3][CH:4]=[C:5]([Cl:18])[CH:6]=1)[CH2:9][C:10]1[CH:15]=[CH:14][C:13]([O:16][CH3:17])=[CH:12][CH:11]=1)([CH3:25])([CH3:24])[CH3:23]. (8) Given the reactants [F:1][C:2]1[CH:7]=[CH:6][C:5]([CH2:8][C:9]([OH:11])=O)=[CH:4][CH:3]=1.Cl.[CH3:13][O:14][NH:15][CH3:16].Cl.C(N=C=NCCCN(C)C)C.CCN(C(C)C)C(C)C, predict the reaction product. The product is: [F:1][C:2]1[CH:7]=[CH:6][C:5]([CH2:8][C:9]([N:15]([O:14][CH3:13])[CH3:16])=[O:11])=[CH:4][CH:3]=1. (9) The product is: [NH2:21][C:19]([C:3]1[CH:4]=[N:5][C:6]2[C:11]([C:2]=1[NH:22][C:23]1[CH:24]=[C:25]([C:29]([O:31][CH3:32])=[O:30])[CH:26]=[N:27][CH:28]=1)=[CH:10][CH:9]=[C:8]([C:12]1[C:13]([CH3:18])=[N:14][O:15][C:16]=1[CH3:17])[CH:7]=2)=[O:20]. Given the reactants Cl[C:2]1[C:11]2[C:6](=[CH:7][C:8]([C:12]3[C:13]([CH3:18])=[N:14][O:15][C:16]=3[CH3:17])=[CH:9][CH:10]=2)[N:5]=[CH:4][C:3]=1[C:19]([NH2:21])=[O:20].[NH2:22][C:23]1[CH:24]=[C:25]([C:29]([O:31][CH3:32])=[O:30])[CH:26]=[N:27][CH:28]=1, predict the reaction product. (10) Given the reactants [CH2:1]([S:3][C:4]1[CH:12]=[CH:11][CH:10]=[CH:9][C:5]=1[C:6]([OH:8])=O)[CH3:2].C(Cl)(=O)C(Cl)=O.[CH:19]1([NH:24][C@H:25]2[CH2:29][CH2:28][N:27]([C:30]([O:32][C:33]([CH3:36])([CH3:35])[CH3:34])=[O:31])[CH2:26]2)[CH2:23][CH2:22][CH2:21][CH2:20]1.C(N(CC)CC)C, predict the reaction product. The product is: [CH:19]1([N:24]([C:6](=[O:8])[C:5]2[CH:9]=[CH:10][CH:11]=[CH:12][C:4]=2[S:3][CH2:1][CH3:2])[C@H:25]2[CH2:29][CH2:28][N:27]([C:30]([O:32][C:33]([CH3:36])([CH3:35])[CH3:34])=[O:31])[CH2:26]2)[CH2:20][CH2:21][CH2:22][CH2:23]1.